This data is from Full USPTO retrosynthesis dataset with 1.9M reactions from patents (1976-2016). The task is: Predict the reactants needed to synthesize the given product. (1) Given the product [Cl:1][C:2]1[CH:11]=[C:10]([C:12](=[O:14])[CH3:13])[C:9]([N:15]2[CH2:16][CH2:17][N:18]([C:22]([C:23]3[CH:24]=[N:25][CH:26]=[CH:27][CH:28]=3)=[O:29])[CH2:19][CH2:20]2)=[C:8]2[C:3]=1[CH:4]=[CH:5][CH:6]=[N:7]2, predict the reactants needed to synthesize it. The reactants are: [Cl:1][C:2]1[CH:11]=[C:10]([C:12](=[O:14])[CH3:13])[C:9]([N:15]2[CH2:20][CH2:19][NH:18][CH2:17][CH2:16]2)=[C:8]2[C:3]=1[CH:4]=[CH:5][CH:6]=[N:7]2.Cl.[C:22](Cl)(=[O:29])[C:23]1[CH:28]=[CH:27][CH:26]=[N:25][CH:24]=1.C(N(CC)CC)C. (2) Given the product [Cl:17][C:11]1[C:12]([N:14]([CH3:16])[CH3:15])=[CH:13][C:8]2[N:7]=[C:21]([C:23]3[CH:28]=[CH:27][CH:26]=[C:25]([C:29]4[N:30]([CH3:34])[N:31]=[CH:32][CH:33]=4)[CH:24]=3)[CH2:20][C:19](=[O:35])[NH:18][C:9]=2[CH:10]=1, predict the reactants needed to synthesize it. The reactants are: C(OC(=O)[NH:7][C:8]1[CH:13]=[C:12]([N:14]([CH3:16])[CH3:15])[C:11]([Cl:17])=[CH:10][C:9]=1[NH:18][C:19](=[O:35])[CH2:20][C:21]([C:23]1[CH:28]=[CH:27][CH:26]=[C:25]([C:29]2[N:30]([CH3:34])[N:31]=[CH:32][CH:33]=2)[CH:24]=1)=O)(C)(C)C.C(O)(C(F)(F)F)=O. (3) Given the product [NH2:1][C:2]1[C:10]2[C:9]([C:11]3[CH:16]=[CH:15][C:14]([Cl:17])=[C:13]([Cl:18])[CH:12]=3)=[N:8][C:7]([NH:28][CH:25]([CH3:27])[CH3:26])=[N:6][C:5]=2[S:4][C:3]=1[C:22]([NH2:24])=[O:23], predict the reactants needed to synthesize it. The reactants are: [NH2:1][C:2]1[C:10]2[C:9]([C:11]3[CH:16]=[CH:15][C:14]([Cl:17])=[C:13]([Cl:18])[CH:12]=3)=[N:8][C:7](S(C)=O)=[N:6][C:5]=2[S:4][C:3]=1[C:22]([NH2:24])=[O:23].[CH:25]([NH2:28])([CH3:27])[CH3:26]. (4) Given the product [C:2]1([CH3:1])[CH:3]=[CH:4][CH:5]=[C:6]([C:12]2[CH:19]=[CH:18][CH:17]=[CH:16][C:13]=2[C:14]#[N:15])[CH:7]=1, predict the reactants needed to synthesize it. The reactants are: [CH3:1][C:2]1[CH:3]=[C:4](B(O)O)[CH:5]=[CH:6][CH:7]=1.Br[C:12]1[CH:19]=[CH:18][CH:17]=[CH:16][C:13]=1[C:14]#[N:15].C(=O)([O-])[O-].[Na+].[Na+]. (5) Given the product [O:22]1[CH2:23][CH2:24][N:19]([C:2]2[CH:7]=[C:6]3[N:8]([C:16](=[O:18])[CH3:17])[CH2:9][C:10]4([CH2:15][CH2:14][O:13][CH2:12][CH2:11]4)[C:5]3=[CH:4][CH:3]=2)[CH2:20][CH2:21]1, predict the reactants needed to synthesize it. The reactants are: Br[C:2]1[CH:7]=[C:6]2[N:8]([C:16](=[O:18])[CH3:17])[CH2:9][C:10]3([CH2:15][CH2:14][O:13][CH2:12][CH2:11]3)[C:5]2=[CH:4][CH:3]=1.[NH:19]1[CH2:24][CH2:23][O:22][CH2:21][CH2:20]1.C1(P(C2CCCCC2)C2C=CC(C3C(C(C)C)=CC(C(C)C)=CC=3C(C)C)=CC=2)CCCCC1.C(=O)([O-])[O-].[Cs+].[Cs+].C(O)(C)(C)C. (6) Given the product [C:36]([O:40][CH2:41][C@@H:42]([C:44]([O:46][CH3:47])=[O:45])[NH:43][C:12]([C:9]1[C:10](=[O:11])[N:5]([CH2:4][C:3]2[CH:28]=[CH:29][CH:30]=[C:31]([C:32]([F:35])([F:34])[F:33])[C:2]=2[CH3:1])[C:6](=[O:27])[N:7]([C:15]2[CH:16]=[CH:17][C:18]([N:21]3[CH2:25][CH2:24][NH:23][C:22]3=[O:26])=[CH:19][CH:20]=2)[CH:8]=1)=[O:13])([CH3:39])([CH3:38])[CH3:37], predict the reactants needed to synthesize it. The reactants are: [CH3:1][C:2]1[C:31]([C:32]([F:35])([F:34])[F:33])=[CH:30][CH:29]=[CH:28][C:3]=1[CH2:4][N:5]1[C:10](=[O:11])[C:9]([C:12](O)=[O:13])=[CH:8][N:7]([C:15]2[CH:20]=[CH:19][C:18]([N:21]3[CH2:25][CH2:24][NH:23][C:22]3=[O:26])=[CH:17][CH:16]=2)[C:6]1=[O:27].[C:36]([O:40][CH2:41][C@@H:42]([C:44]([O:46][CH3:47])=[O:45])[NH2:43])([CH3:39])([CH3:38])[CH3:37].CN(C(ON1N=NC2C=CC=CC1=2)=[N+](C)C)C.[B-](F)(F)(F)F.CN1CCOCC1. (7) Given the product [Cl:1][C:2]1[CH:7]=[CH:6][CH:5]=[CH:4][C:3]=1[C:8]1[C:16]2[C:11](=[N:12][C:13]([S:22][CH3:23])=[N:14][C:15]=2[NH2:17])[NH:10][N:9]=1, predict the reactants needed to synthesize it. The reactants are: [Cl:1][C:2]1[CH:7]=[CH:6][CH:5]=[CH:4][C:3]=1[C:8]1[C:16]2[C:11](=[N:12][C:13]([S:22][CH3:23])=[N:14][C:15]=2[NH:17]C[C@@H](O)C)[NH:10][N:9]=1. (8) Given the product [CH2:1]([O:3][C:4](=[O:21])[C:5]1[CH:10]=[CH:9][C:8]([C:11]2[NH:20][C:14]3[N:15]=[CH:16][N:17]=[C:18]([NH:26][C:25]4[CH:27]=[CH:28][C:29]([F:30])=[C:23]([Cl:22])[CH:24]=4)[C:13]=3[CH:12]=2)=[CH:7][CH:6]=1)[CH3:2], predict the reactants needed to synthesize it. The reactants are: [CH2:1]([O:3][C:4](=[O:21])[C:5]1[CH:10]=[CH:9][C:8]([C:11]2[NH:20][C:14]3[N:15]=[CH:16][N:17]=[C:18](Cl)[C:13]=3[CH:12]=2)=[CH:7][CH:6]=1)[CH3:2].[Cl:22][C:23]1[CH:24]=[C:25]([CH:27]=[CH:28][C:29]=1[F:30])[NH2:26]. (9) Given the product [CH3:1][N:2]([CH3:6])[CH2:3][CH2:4][O:5][C:10]1[CH:15]=[CH:14][C:13]([N+:16]([O-:18])=[O:17])=[CH:12][CH:11]=1, predict the reactants needed to synthesize it. The reactants are: [CH3:1][N:2]([CH3:6])[CH2:3][CH2:4][OH:5].[H-].[Na+].F[C:10]1[CH:15]=[CH:14][C:13]([N+:16]([O-:18])=[O:17])=[CH:12][CH:11]=1.O.